Dataset: Full USPTO retrosynthesis dataset with 1.9M reactions from patents (1976-2016). Task: Predict the reactants needed to synthesize the given product. (1) Given the product [NH2:1][C:4]1[CH:28]=[C:27]([O:29][CH3:30])[C:26]([O:31][CH3:32])=[CH:25][C:5]=1[C:6]1[O:7][C:8]2[C:13]([C:14](=[O:16])[CH:15]=1)=[C:12]([O:17][CH3:18])[C:11]([O:19][CH3:20])=[C:10]([O:21][CH3:22])[C:9]=2[O:23][CH3:24], predict the reactants needed to synthesize it. The reactants are: [N+:1]([C:4]1[CH:28]=[C:27]([O:29][CH3:30])[C:26]([O:31][CH3:32])=[CH:25][C:5]=1[C:6]1[O:7][C:8]2[C:13]([C:14](=[O:16])[CH:15]=1)=[C:12]([O:17][CH3:18])[C:11]([O:19][CH3:20])=[C:10]([O:21][CH3:22])[C:9]=2[O:23][CH3:24])([O-])=O. (2) Given the product [CH3:13][C:14]1[N:18]([CH2:10][C:6]2[CH:5]=[C:4]([CH:9]=[CH:8][CH:7]=2)[C:3]([O:2][CH3:1])=[O:12])[N:17]=[C:16]([C:19]2[O:23][N:22]=[C:21]([C:24]3[CH:25]=[CH:26][C:27]([CH:30]4[CH2:35][CH2:34][O:33][CH2:32][CH2:31]4)=[CH:28][CH:29]=3)[N:20]=2)[CH:15]=1, predict the reactants needed to synthesize it. The reactants are: [CH3:1][O:2][C:3](=[O:12])[C:4]1[CH:9]=[CH:8][CH:7]=[C:6]([CH2:10]Br)[CH:5]=1.[CH3:13][C:14]1[NH:18][N:17]=[C:16]([C:19]2[O:23][N:22]=[C:21]([C:24]3[CH:29]=[CH:28][C:27]([CH:30]4[CH2:35][CH2:34][O:33][CH2:32][CH2:31]4)=[CH:26][CH:25]=3)[N:20]=2)[CH:15]=1. (3) Given the product [OH:23][CH2:24][CH:25]1[CH2:30][CH2:29][N:28]([C:16]([O:18][C:19]([CH3:20])([CH3:21])[CH3:22])=[O:17])[CH2:27][CH2:26]1, predict the reactants needed to synthesize it. The reactants are: C(N(CC)CC)C.[CH3:20][C:19]([O:18][C:16](O[C:16]([O:18][C:19]([CH3:22])([CH3:21])[CH3:20])=[O:17])=[O:17])([CH3:22])[CH3:21].[OH:23][CH2:24][CH:25]1[CH2:30][CH2:29][NH:28][CH2:27][CH2:26]1.